This data is from Full USPTO retrosynthesis dataset with 1.9M reactions from patents (1976-2016). The task is: Predict the reactants needed to synthesize the given product. (1) Given the product [Br:1][C:2]1[CH:7]=[C:6]([C:8]2[CH:13]=[CH:12][CH:11]=[CH:10][CH:9]=2)[C:5]([C:14]([O:16][CH3:21])=[O:15])=[CH:4][CH:3]=1, predict the reactants needed to synthesize it. The reactants are: [Br:1][C:2]1[CH:7]=[C:6]([C:8]2[CH:13]=[CH:12][CH:11]=[CH:10][CH:9]=2)[C:5]([C:14]([OH:16])=[O:15])=[CH:4][CH:3]=1.O=S(Cl)Cl.[CH3:21]O. (2) The reactants are: [CH:1]1([CH2:4][N:5]2[CH:9]=[C:8]([C:10]3[N:15]=[C:14]([NH:16][C:17]4[N:22]=[CH:21][C:20]5[N:23]=[C:24]([CH3:29])[N:25]([CH:26]([CH3:28])[CH3:27])[C:19]=5[CH:18]=4)[CH:13]=[CH:12][N:11]=3)[C:7]([N+:30]([O-])=O)=[N:6]2)[CH2:3][CH2:2]1.[Cl-].[NH4+].O. Given the product [NH2:30][C:7]1[C:8]([C:10]2[N:15]=[C:14]([NH:16][C:17]3[N:22]=[CH:21][C:20]4[N:23]=[C:24]([CH3:29])[N:25]([CH:26]([CH3:28])[CH3:27])[C:19]=4[CH:18]=3)[CH:13]=[CH:12][N:11]=2)=[CH:9][N:5]([CH2:4][CH:1]2[CH2:3][CH2:2]2)[N:6]=1, predict the reactants needed to synthesize it. (3) Given the product [F:1][CH:2]([F:17])[C:3]1([C:10]2[CH:15]=[CH:14][CH:13]=[CH:12][C:11]=2[F:16])[CH2:4][O:5][CH2:6][C:7]([NH2:18])=[N:8]1, predict the reactants needed to synthesize it. The reactants are: [F:1][CH:2]([F:17])[C:3]1([C:10]2[CH:15]=[CH:14][CH:13]=[CH:12][C:11]=2[F:16])[NH:8][C:7](=S)[CH2:6][O:5][CH2:4]1.[NH3:18]. (4) The reactants are: [C:1]([CH2:3][C:4]([NH:6][C:7]([NH:9][C:10]1[CH:15]=[CH:14][CH:13]=[CH:12][CH:11]=1)=[O:8])=[O:5])#[N:2]. Given the product [NH2:2][C:1]1[N:9]([C:10]2[CH:15]=[CH:14][CH:13]=[CH:12][CH:11]=2)[C:7](=[O:8])[NH:6][C:4](=[O:5])[CH:3]=1, predict the reactants needed to synthesize it. (5) The reactants are: [Cl:1][C:2]1[N:3]=[C:4]([NH:22][CH2:23][CH:24]2[CH2:29][CH2:28][N:27]([C:30]([O:32][C:33]([CH3:36])([CH3:35])[CH3:34])=[O:31])[CH2:26][CH2:25]2)[C:5]2[C:10](I)=[CH:9][N:8]([S:12]([C:15]3[CH:21]=[CH:20][C:18]([CH3:19])=[CH:17][CH:16]=3)(=[O:14])=[O:13])[C:6]=2[N:7]=1.C([Sn](CCCC)(CCCC)[C:42]1[CH:47]=[CH:46][N:45]=[CH:44][CH:43]=1)CCC.O.CCOC(C)=O. Given the product [Cl:1][C:2]1[N:3]=[C:4]([NH:22][CH2:23][CH:24]2[CH2:29][CH2:28][N:27]([C:30]([O:32][C:33]([CH3:36])([CH3:35])[CH3:34])=[O:31])[CH2:26][CH2:25]2)[C:5]2[C:10]([C:42]3[CH:47]=[CH:46][N:45]=[CH:44][CH:43]=3)=[CH:9][N:8]([S:12]([C:15]3[CH:21]=[CH:20][C:18]([CH3:19])=[CH:17][CH:16]=3)(=[O:14])=[O:13])[C:6]=2[N:7]=1, predict the reactants needed to synthesize it. (6) Given the product [Cl:14][C:15]1[C:20]([N+:21]([O-:23])=[O:22])=[C:19]([CH2:2][CH2:3][CH2:4][CH2:5][NH:6][C:7](=[O:13])[O:8][C:9]([CH3:12])([CH3:11])[CH3:10])[C:18]([CH3:25])=[C:17]([CH3:26])[N:16]=1, predict the reactants needed to synthesize it. The reactants are: N[CH2:2][CH2:3][CH2:4][CH2:5][NH:6][C:7](=[O:13])[O:8][C:9]([CH3:12])([CH3:11])[CH3:10].[Cl:14][C:15]1[C:20]([N+:21]([O-:23])=[O:22])=[C:19](Cl)[C:18]([CH3:25])=[C:17]([CH3:26])[N:16]=1.CN(C)C=O.C(N(CC)CC)C. (7) Given the product [CH2:1]([N:8]1[CH:12]=[C:11]([CH2:13][CH2:14][NH:15][C:31](=[O:32])[CH2:30][CH:27]2[CH2:28][CH2:29][N:24]([C:22]([O:21][CH2:20][C:19]3[CH:18]=[C:17]([Cl:16])[CH:36]=[C:35]([Cl:37])[CH:34]=3)=[O:23])[CH2:25][CH2:26]2)[N:10]=[N:9]1)[C:2]1[CH:7]=[CH:6][CH:5]=[CH:4][CH:3]=1, predict the reactants needed to synthesize it. The reactants are: [CH2:1]([N:8]1[CH:12]=[C:11]([CH2:13][CH2:14][NH2:15])[N:10]=[N:9]1)[C:2]1[CH:7]=[CH:6][CH:5]=[CH:4][CH:3]=1.[Cl:16][C:17]1[CH:18]=[C:19]([CH:34]=[C:35]([Cl:37])[CH:36]=1)[CH2:20][O:21][C:22]([N:24]1[CH2:29][CH2:28][CH:27]([CH2:30][C:31](O)=[O:32])[CH2:26][CH2:25]1)=[O:23].CN(C(ON1N=NC2C=CC=NC1=2)=[N+](C)C)C.F[P-](F)(F)(F)(F)F. (8) Given the product [CH2:1]([O:3][C:4]([N:6]1[CH2:13][CH:12]2[CH:8]([CH2:9][C:10]3[C:16]([Br:33])=[C:15]([CH3:17])[S:14][C:11]=32)[CH2:7]1)=[O:5])[CH3:2], predict the reactants needed to synthesize it. The reactants are: [CH2:1]([O:3][C:4]([N:6]1[CH2:13][CH:12]2[CH:8]([CH2:9][C:10]3[CH:16]=[C:15]([CH3:17])[S:14][C:11]=32)[CH2:7]1)=[O:5])[CH3:2].C1(C=CC(O)=CC=1)O.C1C(=O)N([Br:33])C(=O)C1.C([O-])(O)=O.[Na+]. (9) The reactants are: [Cl:1][C:2]1[CH:3]=[CH:4][C:5]2[NH:11][C:10]3[CH:12]=[CH:13][CH:14]=[CH:15][C:9]=3[C:8]([N:16]3[CH2:21][CH2:20][NH:19][CH2:18][CH2:17]3)=[N:7][C:6]=2[CH:22]=1.[C:23](Cl)(=[O:31])[CH2:24][CH2:25][CH2:26][CH2:27][CH2:28][CH2:29][CH3:30]. Given the product [Cl:1][C:2]1[CH:3]=[CH:4][C:5]2[NH:11][C:10]3[CH:12]=[CH:13][CH:14]=[CH:15][C:9]=3[C:8]([N:16]3[CH2:21][CH2:20][N:19]([C:23](=[O:31])[CH2:24][CH2:25][CH2:26][CH2:27][CH2:28][CH2:29][CH3:30])[CH2:18][CH2:17]3)=[N:7][C:6]=2[CH:22]=1, predict the reactants needed to synthesize it.